This data is from Catalyst prediction with 721,799 reactions and 888 catalyst types from USPTO. The task is: Predict which catalyst facilitates the given reaction. Reactant: C(=O)([O-])OC[C:4]1[CH:9]=[C:8]([N+:10]([O-:12])=[O:11])[C:7]([Br:13])=[CH:6][C:5]=1[CH:14]1[CH2:19][CH2:18][CH2:17][CH2:16][CH2:15]1.[OH-:22].[K+].Cl. Product: [Br:13][C:7]1[C:8]([N+:10]([O-:12])=[O:11])=[CH:9][C:4]([OH:22])=[C:5]([CH:14]2[CH2:19][CH2:18][CH2:17][CH2:16][CH2:15]2)[CH:6]=1. The catalyst class is: 5.